Task: Binary Classification. Given a T-cell receptor sequence (or CDR3 region) and an epitope sequence, predict whether binding occurs between them.. Dataset: TCR-epitope binding with 47,182 pairs between 192 epitopes and 23,139 TCRs (1) Result: 0 (the TCR does not bind to the epitope). The TCR CDR3 sequence is CASSLARGGDRGWGYTF. The epitope is ALLADKFPV. (2) The epitope is NLNESLIDL. The TCR CDR3 sequence is CAISPDRNNSPLHF. Result: 1 (the TCR binds to the epitope). (3) The epitope is LLLGIGILV. The TCR CDR3 sequence is CSARPTSGELFF. Result: 0 (the TCR does not bind to the epitope). (4) The epitope is SEVGPEHSLAEY. The TCR CDR3 sequence is CAISPTGGSSYEQYF. Result: 0 (the TCR does not bind to the epitope). (5) The epitope is IVTDFSVIK. The TCR CDR3 sequence is CASSPLAGVSDTQYF. Result: 1 (the TCR binds to the epitope). (6) The epitope is TFYLTNDVSFL. The TCR CDR3 sequence is CASSEVGTTYNEQFF. Result: 0 (the TCR does not bind to the epitope).